Predict the product of the given reaction. From a dataset of Forward reaction prediction with 1.9M reactions from USPTO patents (1976-2016). (1) Given the reactants C[Al](C)C.[CH3:5]CCCCC.CNCCNC.[C:17]([C:19]1[CH:20]=[C:21]([CH:26]=[C:27]([O:29][CH2:30][CH2:31][O:32][CH3:33])[CH:28]=1)[C:22]([O:24]C)=O)#[N:18], predict the reaction product. The product is: [C:22]([C:21]1[CH:20]=[C:19]([CH:28]=[C:27]([O:29][CH2:30][CH2:31][O:32][CH3:33])[CH:26]=1)[C:17]#[N:18])(=[O:24])[CH3:5]. (2) Given the reactants C[N:2]([CH:4]=[C:5]1[C:10](=O)[CH2:9][CH2:8][CH2:7][C:6]1=[O:12])C.[C:13]1([NH:19]N)[CH:18]=[CH:17][CH:16]=[CH:15][CH:14]=1, predict the reaction product. The product is: [C:13]1([N:19]2[C:10]3[CH2:9][CH2:8][CH2:7][C:6](=[O:12])[C:5]=3[CH:4]=[N:2]2)[CH:18]=[CH:17][CH:16]=[CH:15][CH:14]=1. (3) Given the reactants [C:1]([C:3]1[CH:29]=[CH:28][C:6]([CH2:7][NH:8][C:9](=[O:27])[CH:10]([O:24][CH2:25][CH3:26])[N:11]2[CH:15]=[C:14]([CH3:16])[C:13]([C:17]3[CH:22]=[CH:21][CH:20]=[CH:19][C:18]=3[OH:23])=[N:12]2)=[CH:5][CH:4]=1)#[N:2].I[CH2:31][C:32]([O:34][CH2:35][CH3:36])=[O:33], predict the reaction product. The product is: [CH2:35]([O:34][C:32](=[O:33])[CH2:31][O:23][C:18]1[CH:19]=[CH:20][CH:21]=[CH:22][C:17]=1[C:13]1[C:14]([CH3:16])=[CH:15][N:11]([CH:10]([C:9](=[O:27])[NH:8][CH2:7][C:6]2[CH:5]=[CH:4][C:3]([C:1]#[N:2])=[CH:29][CH:28]=2)[O:24][CH2:25][CH3:26])[N:12]=1)[CH3:36].